Dataset: B-cell epitopes from PDB crystal structures with 447 antigens. Task: Token-level Classification. Given an antigen amino acid sequence, predict which amino acid positions are active epitope sites capable of antibody binding. Output is a list of indices for active positions. Given the antigen sequence: SSIVSLLGIKVLNNPAKFTDPYEFEITFECLESLKHDLEWKLTYVGSLDHDQELDSILVGPVPVGVNKFVFSADPPSAELIPASELVSVTVILLSCSYDGREFVRVGYYVNNEYDEEELRENPPAKVQVDHIVRNILAEKPRVTRFNIVWDN, which amino acid positions are active epitope sites? The epitope positions are: [9, 10, 11, 12, 13, 14, 15, 16, 19, 20, 22, 24, 56, 57, 58, 59, 62, 66, 67, 68... (23 total positions)]. The amino acids at these positions are: KVLNNPAKDPEEILVGPNKFVSV.